This data is from Reaction yield outcomes from USPTO patents with 853,638 reactions. The task is: Predict the reaction yield, written as a fraction of the theoretical maximum amount of product (1.0 means a 100% yield; for example, 0.34 means a 34% yield). The reactants are CS[C:3]([C:25]1[C:30]([Cl:31])=[CH:29][CH:28]=[CH:27][C:26]=1[F:32])=[N:4][C:5]([C:7]1[S:8][C:9]([C:14]2[CH:19]=[CH:18][C:17]([O:20][C:21]([F:24])([F:23])[F:22])=[CH:16][CH:15]=2)=[C:10]([Br:13])[C:11]=1[CH3:12])=O.C(O)(=O)C(O)=O.[CH2:39]([NH:41][NH2:42])[CH3:40]. The catalyst is C1(C)C=CC=CC=1.CCOCC. The product is [Cl:31][C:30]1[CH:29]=[CH:28][CH:27]=[C:26]([F:32])[C:25]=1[C:3]1[N:4]=[C:5]([C:7]2[S:8][C:9]([C:14]3[CH:15]=[CH:16][C:17]([O:20][C:21]([F:23])([F:24])[F:22])=[CH:18][CH:19]=3)=[C:10]([Br:13])[C:11]=2[CH3:12])[N:41]([CH2:39][CH3:40])[N:42]=1. The yield is 0.300.